Regression. Given a peptide amino acid sequence and an MHC pseudo amino acid sequence, predict their binding affinity value. This is MHC class I binding data. From a dataset of Peptide-MHC class I binding affinity with 185,985 pairs from IEDB/IMGT. (1) The peptide sequence is YQIEGAWRA. The MHC is HLA-A23:01 with pseudo-sequence HLA-A23:01. The binding affinity (normalized) is 0.0847. (2) The peptide sequence is HFKVGWAWW. The MHC is Mamu-B52 with pseudo-sequence Mamu-B52. The binding affinity (normalized) is 0.535. (3) The peptide sequence is LVFIKPPLIT. The MHC is HLA-A02:01 with pseudo-sequence HLA-A02:01. The binding affinity (normalized) is 0.0232. (4) The peptide sequence is VLTGNLQTL. The MHC is HLA-B58:01 with pseudo-sequence HLA-B58:01. The binding affinity (normalized) is 0.0847. (5) The peptide sequence is YPAVINSNI. The MHC is HLA-B27:05 with pseudo-sequence HLA-B27:05. The binding affinity (normalized) is 0.0847. (6) The peptide sequence is YGGKKAVTY. The MHC is HLA-B07:02 with pseudo-sequence HLA-B07:02. The binding affinity (normalized) is 0.0847.